Dataset: Full USPTO retrosynthesis dataset with 1.9M reactions from patents (1976-2016). Task: Predict the reactants needed to synthesize the given product. (1) Given the product [F:12][C:9]1[CH:10]=[CH:11][C:6]([C:2]2[S:20][C:19]([NH:18][C:15](=[O:17])[CH3:16])=[N:21][C:3]=2[CH3:4])=[CH:7][C:8]=1[O:13][CH3:14], predict the reactants needed to synthesize it. The reactants are: Br[CH:2]([C:6]1[CH:11]=[CH:10][C:9]([F:12])=[C:8]([O:13][CH3:14])[CH:7]=1)[C:3](=O)[CH3:4].[C:15]([NH:18][C:19]([NH2:21])=[S:20])(=[O:17])[CH3:16]. (2) Given the product [Br:1][C:2]1[CH:7]=[C:6]([Cl:9])[CH:5]=[CH:4][C:3]=1[SH:10], predict the reactants needed to synthesize it. The reactants are: [Br:1][C:2]12[S:10][CH:3]1[CH:4]=[CH:5][C:6]1([Cl:9])S[CH:7]12.[BH4-].[Na+].CO.Cl. (3) Given the product [F:29][C:19]1[CH:20]=[C:21]([C:22]2[CH:27]=[CH:26][CH:25]=[CH:24][C:23]=2[Cl:28])[C:15]2[O:14][CH:13]([CH2:12][NH:31][CH3:30])[CH2:17][C:16]=2[CH:18]=1, predict the reactants needed to synthesize it. The reactants are: CC1C=CC(S(O[CH2:12][CH:13]2[CH2:17][C:16]3[CH:18]=[C:19]([F:29])[CH:20]=[C:21]([C:22]4[CH:27]=[CH:26][CH:25]=[CH:24][C:23]=4[Cl:28])[C:15]=3[O:14]2)(=O)=O)=CC=1.[CH3:30][NH2:31]. (4) Given the product [CH:1]1([NH:4][C:5]2[N:10]3[N:11]=[C:12]([C:17]4[CH:18]=[CH:19][C:20]([O:23][CH3:24])=[CH:21][CH:22]=4)[C:13]([C:14](=[O:16])/[CH:15]=[CH:30]/[N:31]([CH3:33])[CH3:32])=[C:9]3[CH:8]=[CH:7][CH:6]=2)[CH2:3][CH2:2]1, predict the reactants needed to synthesize it. The reactants are: [CH:1]1([NH:4][C:5]2[N:10]3[N:11]=[C:12]([C:17]4[CH:22]=[CH:21][C:20]([O:23][CH3:24])=[CH:19][CH:18]=4)[C:13]([C:14](=[O:16])[CH3:15])=[C:9]3[CH:8]=[CH:7][CH:6]=2)[CH2:3][CH2:2]1.C(O[CH:30](OC(C)(C)C)[N:31]([CH3:33])[CH3:32])(C)(C)C. (5) Given the product [Br:1][CH2:2][CH2:3][CH2:4][Si:5]([CH2:11][C:10](=[CH2:9])[CH3:12])([CH2:12][C:10](=[CH2:11])[CH3:9])[CH2:9][C:10](=[CH2:12])[CH3:11], predict the reactants needed to synthesize it. The reactants are: [Br:1][CH2:2][CH2:3][CH2:4][Si:5](Cl)(Cl)Cl.[CH2:9]([Mg]Cl)[C:10](=[CH2:12])[CH3:11]. (6) Given the product [Si:36]([O:1][CH2:2][CH2:3][CH2:4][C:5]1[C:6]([Cl:24])=[N:7][C:8]2[N:9]([N:21]=[CH:22][CH:23]=2)[C:10]=1[NH:11][C:12]1[CH:13]=[CH:14][C:15]([O:18][CH2:19][CH3:20])=[CH:16][CH:17]=1)([C:32]([CH3:35])([CH3:34])[CH3:33])([CH3:38])[CH3:37], predict the reactants needed to synthesize it. The reactants are: [OH:1][CH2:2][CH2:3][CH2:4][C:5]1[C:6]([Cl:24])=[N:7][C:8]2[N:9]([N:21]=[CH:22][CH:23]=2)[C:10]=1[NH:11][C:12]1[CH:17]=[CH:16][C:15]([O:18][CH2:19][CH3:20])=[CH:14][CH:13]=1.C(N(CC)CC)C.[C:32]([Si:36](Cl)([CH3:38])[CH3:37])([CH3:35])([CH3:34])[CH3:33].Cl.